Predict the product of the given reaction. From a dataset of Forward reaction prediction with 1.9M reactions from USPTO patents (1976-2016). (1) Given the reactants [NH2:1][C:2]1[N:7]=[CH:6][C:5]([C:8]2[N:13]=[C:12](Cl)[N:11]=[C:10]([N:15]3[CH2:20][C@@H:19]4[CH2:21][C@H:16]3[CH2:17][N:18]4[C:22]([O:24][C:25]([CH3:28])([CH3:27])[CH3:26])=[O:23])[CH:9]=2)=[CH:4][C:3]=1[C:29]([F:32])([F:31])[F:30].Cl.[CH:34]12[CH2:39][CH:37]([CH2:38]1)[CH2:36][NH:35]2.C(=O)([O-])[O-].[K+].[K+].O, predict the reaction product. The product is: [NH2:1][C:2]1[N:7]=[CH:6][C:5]([C:8]2[N:13]=[C:12]([N:35]3[CH2:36][CH:37]4[CH2:39][CH:34]3[CH2:38]4)[N:11]=[C:10]([N:15]3[CH2:20][C@@H:19]4[CH2:21][C@H:16]3[CH2:17][N:18]4[C:22]([O:24][C:25]([CH3:28])([CH3:27])[CH3:26])=[O:23])[CH:9]=2)=[CH:4][C:3]=1[C:29]([F:32])([F:31])[F:30]. (2) Given the reactants I([O-])(=O)(=O)=O.[Na+].[NH2:7][C:8]1[C:9]2[C:16]([I:17])=[CH:15][N:14]([CH:18]3[CH2:21][C:20](CO)([OH:22])[CH2:19]3)[C:10]=2[N:11]=[CH:12][N:13]=1, predict the reaction product. The product is: [NH2:7][C:8]1[C:9]2[C:16]([I:17])=[CH:15][N:14]([CH:18]3[CH2:19][C:20](=[O:22])[CH2:21]3)[C:10]=2[N:11]=[CH:12][N:13]=1. (3) The product is: [NH2:23][C:22]1[C:37]2[C:17]([C:16]3[CH:19]=[CH:20][CH:21]=[C:14]([N+:11]([O-:13])=[O:12])[CH:15]=3)=[N:9][C:8]([S:7][CH3:6])=[N:10][C:36]=2[S:35][C:24]=1[C:25]([O:27][CH2:28][CH3:29])=[O:26]. Given the reactants S(O)(O)(=O)=O.[CH3:6][S:7][C:8](=[NH:10])[NH2:9].[N+:11]([C:14]1[CH:15]=[C:16]([CH:19]=[CH:20][CH:21]=1)[CH:17]=O)([O-:13])=[O:12].[C:22]([CH2:24][C:25]([O:27][CH2:28][CH3:29])=[O:26])#[N:23].O=P(Cl)(Cl)Cl.[SH:35][CH2:36][C:37](OCC)=O, predict the reaction product.